From a dataset of Forward reaction prediction with 1.9M reactions from USPTO patents (1976-2016). Predict the product of the given reaction. (1) Given the reactants C(O)(=O)C(C)(C)C.[C:8]1([C:14]2([C:34]3[CH:39]=[CH:38][CH:37]=[CH:36][CH:35]=3)[C:26]3[CH:25]=[C:24]([NH:27][C:28]4[CH:33]=[CH:32][CH:31]=[CH:30][CH:29]=4)[CH:23]=[CH:22][C:21]=3[C:20]3[C:15]2=[CH:16][CH:17]=[CH:18][CH:19]=3)[CH:13]=[CH:12][CH:11]=[CH:10][CH:9]=1.C(=O)([O-])[O-].[K+].[K+].C([O-])([O-])=O.[Na+].[Na+], predict the reaction product. The product is: [C:34]1([C:14]2([C:8]3[CH:9]=[CH:10][CH:11]=[CH:12][CH:13]=3)[C:26]3=[CH:25][C:24]4[NH:27][C:28]5[C:29]([C:23]=4[CH:22]=[C:21]3[C:20]3[C:15]2=[CH:16][CH:17]=[CH:18][CH:19]=3)=[CH:30][CH:31]=[CH:32][CH:33]=5)[CH:35]=[CH:36][CH:37]=[CH:38][CH:39]=1. (2) Given the reactants [NH2:1][C:2]1[CH:7]=[C:6]([O:8][CH3:9])[CH:5]=[CH:4][C:3]=1[C:10]([C:12]1[CH:17]=[CH:16][CH:15]=[CH:14][CH:13]=1)=O.[C:18]([CH2:20][C:21](OCC)=[O:22])#[N:19].N1CCCCC1, predict the reaction product. The product is: [CH3:9][O:8][C:6]1[CH:7]=[C:2]2[C:3]([C:10]([C:12]3[CH:17]=[CH:16][CH:15]=[CH:14][CH:13]=3)=[C:20]([C:18]#[N:19])[C:21](=[O:22])[NH:1]2)=[CH:4][CH:5]=1.